This data is from Catalyst prediction with 721,799 reactions and 888 catalyst types from USPTO. The task is: Predict which catalyst facilitates the given reaction. (1) Reactant: [Cl:1][C:2]1[CH:10]=[CH:9][C:5]([C:6](Cl)=[O:7])=[CH:4][C:3]=1[N+:11]([O-:13])=[O:12].[NH2:14][C:15]1[CH:20]=[CH:19][C:18]([Br:21])=[CH:17][N:16]=1.Cl. Product: [Br:21][C:18]1[CH:19]=[CH:20][C:15]([NH:14][C:6](=[O:7])[C:5]2[CH:9]=[CH:10][C:2]([Cl:1])=[C:3]([N+:11]([O-:13])=[O:12])[CH:4]=2)=[N:16][CH:17]=1. The catalyst class is: 11. (2) Reactant: [CH:1]1[CH:2]=[CH:3][N:4]2[CH2:10][C:9]3[CH:11]=[CH:12][CH:13]=[CH:14][C:8]=3[N:7]([C:15]([C:17]3[CH:22]=[C:21]([Cl:23])[C:20](I)=[CH:19][C:18]=3[O:25][CH3:26])=[O:16])[CH2:6][C:5]=12.B1(B2O[C:39]([CH3:42])(C)[C:38]([CH3:44])(C)O2)O[C:39](C)([CH3:42])[C:38](C)([CH3:44])O1.[C:45]([O-])(=O)[CH3:46].[K+]. Product: [Cl:23][C:21]1[C:20]([C:38]2[CH2:39][CH2:42][CH2:46][CH2:45][CH:44]=2)=[CH:19][C:18]([O:25][CH3:26])=[C:17]([CH:22]=1)[C:15]([N:7]1[C:8]2[CH:14]=[CH:13][CH:12]=[CH:11][C:9]=2[CH2:10][N:4]2[CH:3]=[CH:2][CH:1]=[C:5]2[CH2:6]1)=[O:16]. The catalyst class is: 148. (3) Reactant: N#N.[F:3][C:4]1[C:5]([NH:22][C:23]2[CH:24]=[C:25]([NH:29][C:30](=[O:35])[CH:31]([OH:34])[CH2:32][OH:33])[CH:26]=[CH:27][CH:28]=2)=[N:6][C:7]([NH:10][C:11]2[CH:16]=[CH:15][C:14]([O:17][CH2:18][CH2:19][O:20][CH3:21])=[CH:13][CH:12]=2)=[N:8][CH:9]=1.[CH3:36][S:37](Cl)(=[O:39])=[O:38]. Product: [CH3:36][S:37]([O:33][CH2:32][CH:31]([OH:34])[C:30]([NH:29][C:25]1[CH:26]=[CH:27][CH:28]=[C:23]([NH:22][C:5]2[C:4]([F:3])=[CH:9][N:8]=[C:7]([NH:10][C:11]3[CH:16]=[CH:15][C:14]([O:17][CH2:18][CH2:19][O:20][CH3:21])=[CH:13][CH:12]=3)[N:6]=2)[CH:24]=1)=[O:35])(=[O:39])=[O:38]. The catalyst class is: 56. (4) Reactant: C(O[C:4]([C:6]1[N:11]=[CH:10][C:9]2[S:12][C:13]([C:15]3[CH:20]=[CH:19][CH:18]=[CH:17][CH:16]=3)=[N:14][C:8]=2[C:7]=1[OH:21])=[O:5])C.[NH2:22][CH2:23][C:24]([OH:26])=[O:25]. Product: [OH:21][C:7]1[C:8]2[N:14]=[C:13]([C:15]3[CH:16]=[CH:17][CH:18]=[CH:19][CH:20]=3)[S:12][C:9]=2[CH:10]=[N:11][C:6]=1[C:4]([NH:22][CH2:23][C:24]([OH:26])=[O:25])=[O:5]. The catalyst class is: 779. (5) Reactant: [C:1]([NH2:9])(=[S:8])[C:2]1[CH:7]=[CH:6][CH:5]=[CH:4][CH:3]=1.Cl[CH:11]([C:17]([CH3:19])=O)[C:12]([O:14][CH2:15][CH3:16])=[O:13].CCOC(C)=O.CCCCCC. Product: [CH2:15]([O:14][C:12]([C:11]1[S:8][C:1]([C:2]2[CH:7]=[CH:6][CH:5]=[CH:4][CH:3]=2)=[N:9][C:17]=1[CH3:19])=[O:13])[CH3:16]. The catalyst class is: 8. (6) Reactant: [CH3:1][O:2][C:3]1[CH:11]=[C:10]([O:12][CH3:13])[CH:9]=[CH:8][C:4]=1[C:5]([OH:7])=O.CN(C(ON1N=NC2C=CC=NC1=2)=[N+](C)C)C.F[P-](F)(F)(F)(F)F.C(N(C(C)C)C(C)C)C.[O:47]1[CH2:52][CH2:51][O:50][CH2:49][CH:48]1[C:53]1[C:61]2[S:60][C:59]([NH2:62])=[N:58][C:57]=2[C:56]([O:63][CH3:64])=[CH:55][CH:54]=1. Product: [O:47]1[CH2:52][CH2:51][O:50][CH2:49][CH:48]1[C:53]1[C:61]2[S:60][C:59]([NH:62][C:5](=[O:7])[C:4]3[CH:8]=[CH:9][C:10]([O:12][CH3:13])=[CH:11][C:3]=3[O:2][CH3:1])=[N:58][C:57]=2[C:56]([O:63][CH3:64])=[CH:55][CH:54]=1. The catalyst class is: 396. (7) Reactant: Cl.[NH2:2][CH2:3][CH2:4][CH2:5][CH2:6][CH2:7][C:8]([O:10]C)=[O:9].[CH:12]1([CH2:18][O:19][C:20]2[C:21]3[N:22]([C:26]([C:30](O)=[O:31])=[C:27]([CH3:29])[N:28]=3)[CH:23]=[CH:24][CH:25]=2)[CH2:17][CH2:16][CH2:15][CH2:14][CH2:13]1.F[B-](F)(F)F.N1(O[C+](N(C)C)N(C)C)C2C=CC=CC=2N=N1.C(N(CC)C(C)C)(C)C.[OH-].[Na+]. Product: [CH:12]1([CH2:18][O:19][C:20]2[C:21]3[N:22]([C:26]([C:30]([NH:2][CH2:3][CH2:4][CH2:5][CH2:6][CH2:7][C:8]([OH:10])=[O:9])=[O:31])=[C:27]([CH3:29])[N:28]=3)[CH:23]=[CH:24][CH:25]=2)[CH2:13][CH2:14][CH2:15][CH2:16][CH2:17]1. The catalyst class is: 16.